From a dataset of Full USPTO retrosynthesis dataset with 1.9M reactions from patents (1976-2016). Predict the reactants needed to synthesize the given product. (1) Given the product [Br:1][C:2]1[C:3]([O:10][C:11]2[CH:16]=[CH:15][C:14]([F:17])=[CH:13][C:12]=2[F:18])=[N:4][CH:5]=[C:6]([CH2:8][S:20][CH3:19])[CH:7]=1, predict the reactants needed to synthesize it. The reactants are: [Br:1][C:2]1[C:3]([O:10][C:11]2[CH:16]=[CH:15][C:14]([F:17])=[CH:13][C:12]=2[F:18])=[N:4][CH:5]=[C:6]([CH2:8]Br)[CH:7]=1.[CH3:19][S-:20].[Na+]. (2) Given the product [CH:14]1([CH2:13][CH:10]([C:7]2[CH:8]=[N:9][C:4]([C:1]([OH:3])([CH3:17])[CH3:2])=[CH:5][CH:6]=2)[C:11]#[N:12])[CH2:16][CH2:15]1, predict the reactants needed to synthesize it. The reactants are: [C:1]([C:4]1[N:9]=[CH:8][C:7]([CH:10]([CH2:13][CH:14]2[CH2:16][CH2:15]2)[C:11]#[N:12])=[CH:6][CH:5]=1)(=[O:3])[CH3:2].[CH3:17][Mg+].[Br-]. (3) Given the product [CH2:8]([O:7][S:1]([O-:4])(=[O:2])=[O:3])[CH2:9][CH2:16][CH2:17][CH2:18][CH2:19][CH2:20][CH3:21].[CH2:13]([N+:12]1[CH:23]=[CH:22][N:15]([CH3:14])[CH:11]=1)[CH3:5], predict the reactants needed to synthesize it. The reactants are: [S:1]([O:7][CH2:8][CH3:9])([O:4][CH2:5]C)(=[O:3])=[O:2].C[C:11]1[NH:12][CH:13]=[CH:14][N:15]=1.[CH2:16](O)[CH2:17][CH2:18][CH2:19][CH2:20][CH2:21][CH2:22][CH3:23]. (4) Given the product [Cl:42][C:38]1[CH:37]=[C:36]([CH:34]([OH:35])[CH2:33][NH:32][C:20]2[CH:19]=[CH:18][NH:17][C:16](=[O:22])[C:15]=2[C:5]2[NH:6][C:7]([C:8]3[CH:13]=[CH:12][CH:11]=[CH:10][CH:9]=3)=[C:3]([CH2:1][CH3:2])[N:4]=2)[CH:41]=[CH:40][CH:39]=1, predict the reactants needed to synthesize it. The reactants are: [CH2:1]([C:3]1[N:4]=[C:5]([C:15]2[C:16]([O:22]C)=[N:17][CH:18]=[CH:19][C:20]=2I)[N:6](O)[C:7]=1[C:8]1[CH:13]=[CH:12][CH:11]=[CH:10][CH:9]=1)[CH3:2].C(N(CC)CC)C.Cl.[NH2:32][CH2:33][C@H:34]([C:36]1[CH:41]=[CH:40][CH:39]=[C:38]([Cl:42])[CH:37]=1)[OH:35]. (5) Given the product [ClH:1].[NH2:18][C@@H:16]1[CH2:17][C@H:15]1[C:12]1[CH:13]=[CH:14][C:9]([OH:8])=[CH:10][CH:11]=1, predict the reactants needed to synthesize it. The reactants are: [ClH:1].COCCOC[O:8][C:9]1[CH:14]=[CH:13][C:12]([C@@H:15]2[CH2:17][C@H:16]2[NH:18]C(=O)OC(C)(C)C)=[CH:11][CH:10]=1. (6) Given the product [I:11][C:9]1[CH:10]=[C:2]2[C:3]([C:4](=[O:5])[NH:6][C:12]([C:13]([O:15][CH2:16][CH3:17])=[O:14])=[N:1]2)=[CH:7][CH:8]=1, predict the reactants needed to synthesize it. The reactants are: [NH2:1][C:2]1[CH:10]=[C:9]([I:11])[CH:8]=[CH:7][C:3]=1[C:4]([NH2:6])=[O:5].[C:12](OCC)(=O)[C:13]([O:15][CH2:16][CH3:17])=[O:14].